This data is from Catalyst prediction with 721,799 reactions and 888 catalyst types from USPTO. The task is: Predict which catalyst facilitates the given reaction. (1) Reactant: CN(C)C=O.Br[CH2:7][CH2:8][CH2:9][CH2:10][O:11][C:12]1[C:13]([CH2:29][CH2:30][CH3:31])=[C:14]2[C:18](=[CH:19][CH:20]=1)[C:17]([C:25]([F:28])([F:27])[F:26])([C:21]([F:24])([F:23])[F:22])[O:16][CH2:15]2.C(=O)([O-])[O-].[K+].[K+].[O:38]1[C:42]2[CH:43]=[CH:44][C:45]([C:47]3([CH3:54])[NH:51][C:50](=[O:52])[NH:49][C:48]3=[O:53])=[CH:46][C:41]=2[O:40][CH2:39]1. Product: [O:38]1[C:42]2[CH:43]=[CH:44][C:45]([C:47]3([CH3:54])[NH:51][C:50](=[O:52])[N:49]([CH2:7][CH2:8][CH2:9][CH2:10][O:11][C:12]4[C:13]([CH2:29][CH2:30][CH3:31])=[C:14]5[C:18](=[CH:19][CH:20]=4)[C:17]([C:25]([F:28])([F:27])[F:26])([C:21]([F:24])([F:23])[F:22])[O:16][CH2:15]5)[C:48]3=[O:53])=[CH:46][C:41]=2[O:40][CH2:39]1. The catalyst class is: 6. (2) The catalyst class is: 108. Reactant: [CH3:1][O:2][C:3]1[C:8]([C:9]#[N:10])=[CH:7][C:6](B2OC(C)(C)C(C)(C)O2)=[CH:5][N:4]=1.O.O.P([O-])([O-])([O-])=O.[K+].[K+].[K+].Br[C:31]1[N:36]=[C:35]2[N:37]([CH3:46])[N:38]=[C:39]([C:40]3[CH:45]=[CH:44][CH:43]=[CH:42][CH:41]=3)[C:34]2=[C:33]([C:47]([F:50])([F:49])[F:48])[CH:32]=1.ClCCl.CCCCC. Product: [CH3:1][O:2][C:3]1[C:8]([C:9]#[N:10])=[CH:7][C:6]([C:31]2[N:36]=[C:35]3[N:37]([CH3:46])[N:38]=[C:39]([C:40]4[CH:45]=[CH:44][CH:43]=[CH:42][CH:41]=4)[C:34]3=[C:33]([C:47]([F:48])([F:49])[F:50])[CH:32]=2)=[CH:5][N:4]=1.